From a dataset of Peptide-MHC class II binding affinity with 134,281 pairs from IEDB. Regression. Given a peptide amino acid sequence and an MHC pseudo amino acid sequence, predict their binding affinity value. This is MHC class II binding data. (1) The binding affinity (normalized) is 0.226. The MHC is HLA-DPA10201-DPB10101 with pseudo-sequence HLA-DPA10201-DPB10101. The peptide sequence is QRPLVTIKIGGQLKE. (2) The peptide sequence is QNRMKLADCAVGFGS. The MHC is HLA-DQA10501-DQB10201 with pseudo-sequence HLA-DQA10501-DQB10201. The binding affinity (normalized) is 0.0444. (3) The peptide sequence is PEQPASAIVNFVSKV. The MHC is DRB1_0404 with pseudo-sequence DRB1_0404. The binding affinity (normalized) is 0.251. (4) The peptide sequence is AVWGKNSCAKNYNCK. The MHC is DRB1_1602 with pseudo-sequence DRB1_1602. The binding affinity (normalized) is 0.